This data is from Reaction yield outcomes from USPTO patents with 853,638 reactions. The task is: Predict the reaction yield, written as a fraction of the theoretical maximum amount of product (1.0 means a 100% yield; for example, 0.34 means a 34% yield). (1) The catalyst is CN(C)C=O. The reactants are [O:1]1[CH2:6][CH2:5][CH2:4][CH2:3][CH:2]1[O:7][C:8]1[CH:9]=[C:10]([CH:21]=[C:22]([O:24][CH:25]2[CH2:30][CH2:29][CH2:28][CH2:27][O:26]2)[CH:23]=1)[C:11](ON1C(=O)CCC1=O)=[O:12].Cl.[NH2:32][CH2:33][C@@H:34]([C:57]([O:59][CH3:60])=[O:58])[NH:35][C:36](=[O:56])[C:37]1[C:42]([Cl:43])=[CH:41][C:40]([C:44]([NH:46][CH2:47][C:48]2[CH:53]=[CH:52][CH:51]=[C:50]([OH:54])[CH:49]=2)=[O:45])=[CH:39][C:38]=1[Cl:55].C(N(CC)CC)C.C(OCC)(=O)C. The product is [O:1]1[CH2:6][CH2:5][CH2:4][CH2:3][CH:2]1[O:7][C:8]1[CH:9]=[C:10]([CH:21]=[C:22]([O:24][CH:25]2[CH2:30][CH2:29][CH2:28][CH2:27][O:26]2)[CH:23]=1)[C:11]([NH:32][CH2:33][C@@H:34]([C:57]([O:59][CH3:60])=[O:58])[NH:35][C:36](=[O:56])[C:37]1[C:42]([Cl:43])=[CH:41][C:40]([C:44]([NH:46][CH2:47][C:48]2[CH:53]=[CH:52][CH:51]=[C:50]([OH:54])[CH:49]=2)=[O:45])=[CH:39][C:38]=1[Cl:55])=[O:12]. The yield is 0.520. (2) The reactants are [CH2:1]([O:3][C:4](=[O:11])[CH:5]([OH:10])[CH:6]1[CH2:9][O:8][CH2:7]1)[CH3:2].CC1C=CC=C([N+]([O-])=O)C=1C(OC(=O)C1C([N+]([O-])=O)=CC=CC=1C)=O.[CH3:37][C:38]([CH3:44])([CH:42]=[CH2:43])[C:39](O)=[O:40]. The catalyst is CN(C)C1C=CN=CC=1.ClCCl. The product is [CH2:1]([O:3][C:4]([CH:5]([O:10][C:39](=[O:40])[C:38]([CH3:44])([CH3:37])[CH:42]=[CH2:43])[CH:6]1[CH2:7][O:8][CH2:9]1)=[O:11])[CH3:2]. The yield is 0.730.